From a dataset of Catalyst prediction with 721,799 reactions and 888 catalyst types from USPTO. Predict which catalyst facilitates the given reaction. (1) Reactant: C(O[C:5](=[O:7])[CH3:6])(=O)C.Br.[NH2:9][C:10]1[S:11][C:12]([Br:15])=[CH:13][N:14]=1.C(N(CC)CC)C.[OH-].[Na+]. Product: [Br:15][C:12]1[S:11][C:10]([NH:9][C:5](=[O:7])[CH3:6])=[N:14][CH:13]=1. The catalyst class is: 46. (2) Reactant: [CH3:1][O:2][C:3](=[O:35])[C@@H:4]([N:11]1[C:15](=[O:16])[C:14]2([CH2:21][CH2:20][N:19](C(OC(C)(C)C)=O)[CH2:18][CH2:17]2)[N:13]([C:29]2[CH:34]=[CH:33][CH:32]=[CH:31][CH:30]=2)[CH2:12]1)[C:5]1[CH:10]=[CH:9][CH:8]=[CH:7][CH:6]=1.Cl. Product: [O:16]=[C:15]1[C:14]2([CH2:17][CH2:18][NH:19][CH2:20][CH2:21]2)[N:13]([C:29]2[CH:34]=[CH:33][CH:32]=[CH:31][CH:30]=2)[CH2:12][N:11]1[C@@H:4]([C:5]1[CH:6]=[CH:7][CH:8]=[CH:9][CH:10]=1)[C:3]([O:2][CH3:1])=[O:35]. The catalyst class is: 12. (3) Reactant: [Cl:1][C:2]1[CH:3]=[CH:4][C:5]2[N:11]3[CH:12]=[CH:13][CH:14]=[C:10]3[C@@H:9]([CH2:15][CH2:16]O)[CH2:8][C@H:7]([C:18]3[CH:23]=[CH:22][CH:21]=[C:20]([O:24][CH3:25])[C:19]=3[O:26][CH3:27])[C:6]=2[CH:28]=1.[C:29]([OH:32])(=[O:31])[CH3:30].C([C:35]1[NH:39][N:38]=[N:37][N:36]=1)C.[C:40]1(P(C2C=CC=CC=2)C2C=CC=CC=2)C=CC=C[CH:41]=1. Product: [Cl:1][C:2]1[CH:3]=[CH:4][C:5]2[N:11]3[CH:12]=[CH:13][CH:14]=[C:10]3[C@@H:9]([CH2:15][CH2:16][N:37]3[N:38]=[N:39][C:35]([CH2:30][C:29]([O:32][CH2:40][CH3:41])=[O:31])=[N:36]3)[CH2:8][C@H:7]([C:18]3[CH:23]=[CH:22][CH:21]=[C:20]([O:24][CH3:25])[C:19]=3[O:26][CH3:27])[C:6]=2[CH:28]=1. The catalyst class is: 7. (4) Reactant: Cl[C:2]1[C:11]2[C:10](=[O:12])[N:9]([CH3:13])[CH:8]=[N:7][C:6]=2[CH:5]=[C:4]([Cl:14])[N:3]=1.[NH:15]1[CH2:19][CH2:18][C@H:17]([CH2:20][OH:21])[CH2:16]1.CCN(C(C)C)C(C)C. Product: [Cl:14][C:4]1[N:3]=[C:2]([N:15]2[CH2:19][CH2:18][C@H:17]([CH2:20][OH:21])[CH2:16]2)[C:11]2[C:10](=[O:12])[N:9]([CH3:13])[CH:8]=[N:7][C:6]=2[CH:5]=1. The catalyst class is: 12. (5) The catalyst class is: 723. Reactant: C([N:8]1[CH2:13][CH2:12][CH:11]([CH2:14][N:15]([C:23]2[CH:28]=[C:27]([N:29]([CH2:38][O:39][CH2:40][CH2:41][Si:42]([CH3:45])([CH3:44])[CH3:43])[CH2:30][O:31][CH2:32][CH2:33][Si:34]([CH3:37])([CH3:36])[CH3:35])[N:26]3[N:46]=[CH:47][C:48]([C:49]4[CH:50]=[N:51][C:52]5[C:57]([CH:58]=4)=[CH:56][C:55]([F:59])=[CH:54][CH:53]=5)=[C:25]3[N:24]=2)[C:16](=[O:22])[O:17][C:18]([CH3:21])(C)C)[CH2:10][CH2:9]1)C1C=CC=CC=1.C([O-])=O.[NH4+].[CH2:64](O)[CH3:65]. Product: [CH3:35][Si:34]([CH3:36])([CH3:37])[CH2:33][CH2:32][O:31][CH2:30][N:29]([CH2:38][O:39][CH2:40][CH2:41][Si:42]([CH3:45])([CH3:44])[CH3:43])[C:27]1[N:26]2[N:46]=[CH:47][C:48]([C:49]3[CH:50]=[N:51][C:52]4[C:57]([CH:58]=3)=[CH:56][C:55]([F:59])=[CH:54][CH:53]=4)=[C:25]2[N:24]=[C:23]([N:15]([CH2:14][CH:11]2[CH2:12][CH2:13][NH:8][CH2:9][CH2:10]2)[C:16](=[O:22])[O:17][CH2:18][CH2:21][CH2:64][CH3:65])[CH:28]=1.